From a dataset of Forward reaction prediction with 1.9M reactions from USPTO patents (1976-2016). Predict the product of the given reaction. Given the reactants [CH3:1][CH2:2][CH2:3][C@H:4]([NH:10][C@H:11]([C:13]([N:15]1[C@H:23]([C:24]([OH:26])=[O:25])[CH2:22][C@H:21]2[C@@H:16]1[CH2:17][CH2:18][CH2:19][CH2:20]2)=[O:14])[CH3:12])[C:5]([O:7][CH2:8][CH3:9])=[O:6].CO.O.[NH2:30][C@H:31]([C:39]([OH:41])=[O:40])[CH2:32][CH2:33][CH2:34][NH:35][C:36](=[NH:38])[NH2:37], predict the reaction product. The product is: [CH3:1][CH2:2][CH2:3][C@H:4]([NH:10][C@H:11]([C:13]([N:15]1[C@H:23]([C:24]([OH:26])=[O:25])[CH2:22][C@H:21]2[C@@H:16]1[CH2:17][CH2:18][CH2:19][CH2:20]2)=[O:14])[CH3:12])[C:5]([O:7][CH2:8][CH3:9])=[O:6].[NH2:30][C@H:31]([C:39]([OH:41])=[O:40])[CH2:32][CH2:33][CH2:34][NH:35][C:36](=[NH:37])[NH2:38].